This data is from Reaction yield outcomes from USPTO patents with 853,638 reactions. The task is: Predict the reaction yield, written as a fraction of the theoretical maximum amount of product (1.0 means a 100% yield; for example, 0.34 means a 34% yield). (1) The reactants are [C:1]([O:5][C:6]([N:8]1[CH2:12][C:11](=[CH2:13])[CH2:10][C@H:9]1[C:14]([OH:16])=O)=[O:7])([CH3:4])([CH3:3])[CH3:2].C[N:18]1CCOCC1.ClC(OCC(C)C)=O. The catalyst is O1CCCC1. The product is [C:14]([C@@H:9]1[CH2:10][C:11](=[CH2:13])[CH2:12][N:8]1[C:6]([O:5][C:1]([CH3:4])([CH3:3])[CH3:2])=[O:7])(=[O:16])[NH2:18]. The yield is 0.810. (2) The reactants are [C:1]1([NH:7][CH2:8][CH2:9][CH2:10][OH:11])[CH:6]=[CH:5][CH:4]=[CH:3][CH:2]=1.Br[CH2:13][CH2:14][CH2:15][C:16]([O:18][CH2:19][CH3:20])=[O:17]. The catalyst is C(N(C(C)C)C(C)C)C. The product is [OH:11][CH2:10][CH2:9][CH2:8][N:7]([C:1]1[CH:6]=[CH:5][CH:4]=[CH:3][CH:2]=1)[CH2:13][CH2:14][CH2:15][C:16]([O:18][CH2:19][CH3:20])=[O:17]. The yield is 1.00. (3) The reactants are [C:1]1([S:7]([N:10]2[C:14]3=[N:15][CH:16]=[C:17]([CH:19]=[C:20]([CH3:22])[CH3:21])[CH:18]=[C:13]3[C:12]([C:23]3[N:24]=[C:25]([CH:28]4[CH2:33][CH2:32][N:31]([CH3:34])[CH2:30][CH2:29]4)[S:26][CH:27]=3)=[CH:11]2)(=[O:9])=[O:8])[CH:6]=[CH:5][CH:4]=[CH:3][CH:2]=1. The catalyst is CO.[OH-].[OH-].[Pd+2]. The product is [C:1]1([S:7]([N:10]2[C:14]3=[N:15][CH:16]=[C:17]([CH2:19][CH:20]([CH3:22])[CH3:21])[CH:18]=[C:13]3[C:12]([C:23]3[N:24]=[C:25]([CH:28]4[CH2:29][CH2:30][N:31]([CH3:34])[CH2:32][CH2:33]4)[S:26][CH:27]=3)=[CH:11]2)(=[O:8])=[O:9])[CH:2]=[CH:3][CH:4]=[CH:5][CH:6]=1. The yield is 0.930. (4) The reactants are [OH-].[Na+].[CH3:3][C:4]1[O:8][C:7]([C:9]2[CH:14]=[CH:13][CH:12]=[CH:11][CH:10]=2)=[N:6][C:5]=1[CH2:15][O:16][C:17]1[CH:39]=[CH:38][C:20]([CH2:21][O:22][N:23]=[C:24]([C:32]2[CH:37]=[CH:36][N:35]=[CH:34][CH:33]=2)[CH2:25][CH2:26][C:27]([O:29]CC)=[O:28])=[CH:19][CH:18]=1.CO.Cl. The catalyst is O1CCCC1. The product is [CH3:3][C:4]1[O:8][C:7]([C:9]2[CH:14]=[CH:13][CH:12]=[CH:11][CH:10]=2)=[N:6][C:5]=1[CH2:15][O:16][C:17]1[CH:18]=[CH:19][C:20]([CH2:21][O:22]/[N:23]=[C:24](/[C:32]2[CH:37]=[CH:36][N:35]=[CH:34][CH:33]=2)\[CH2:25][CH2:26][C:27]([OH:29])=[O:28])=[CH:38][CH:39]=1. The yield is 0.750. (5) The reactants are Br[C:2]1[CH:7]=[CH:6][C:5]([CH2:8][C:9]([CH3:12])([OH:11])[CH3:10])=[C:4]([F:13])[CH:3]=1.C1(P(C2C=CC=CC=2)CCCP(C2C=CC=CC=2)C2C=CC=CC=2)C=CC=CC=1.CCN(CC)CC.[CH3:50][OH:51].CN([CH:55]=[O:56])C. The catalyst is C(O[Pd]OC(=O)C)(=O)C. The product is [F:13][C:4]1[CH:3]=[C:2]([CH:7]=[CH:6][C:5]=1[CH2:8][C:9]([OH:11])([CH3:12])[CH3:10])[C:50]([O:56][CH3:55])=[O:51]. The yield is 0.850. (6) The reactants are [F:1][C:2]1[C:10]([O:11][CH3:12])=[CH:9][CH:8]=[CH:7][C:3]=1[C:4]([OH:6])=O.[F:13][C:14]1[CH:19]=[CH:18][C:17]([NH:20][C:21]([C:23]2[C:27]([NH2:28])=[CH:26][NH:25][N:24]=2)=[O:22])=[CH:16][CH:15]=1.C(Cl)CCl.C1C=CC2N(O)N=NC=2C=1. The catalyst is CS(C)=O.O. The product is [F:13][C:14]1[CH:15]=[CH:16][C:17]([NH:20][C:21]([C:23]2[C:27]([NH:28][C:4](=[O:6])[C:3]3[CH:7]=[CH:8][CH:9]=[C:10]([O:11][CH3:12])[C:2]=3[F:1])=[CH:26][NH:25][N:24]=2)=[O:22])=[CH:18][CH:19]=1. The yield is 0.630.